This data is from NCI-60 drug combinations with 297,098 pairs across 59 cell lines. The task is: Regression. Given two drug SMILES strings and cell line genomic features, predict the synergy score measuring deviation from expected non-interaction effect. Drug 1: C1CC(C1)(C(=O)O)C(=O)O.[NH2-].[NH2-].[Pt+2]. Drug 2: CC1CCCC2(C(O2)CC(NC(=O)CC(C(C(=O)C(C1O)C)(C)C)O)C(=CC3=CSC(=N3)C)C)C. Cell line: NCI/ADR-RES. Synergy scores: CSS=8.26, Synergy_ZIP=0.157, Synergy_Bliss=7.24, Synergy_Loewe=-15.3, Synergy_HSA=-0.114.